Dataset: Forward reaction prediction with 1.9M reactions from USPTO patents (1976-2016). Task: Predict the product of the given reaction. (1) Given the reactants CO[CH:3](OC)[C:4]1[N:9]=[CH:8][N:7]=[C:6]([OH:10])[CH:5]=1.[OH-:13].[Na+].C([O-])(O)=O.[Na+].Cl.[NH2:21]O, predict the reaction product. The product is: [OH:10][C:6]1[N:7]=[CH:8][N:9]=[C:4]([CH:3]=[N:21][OH:13])[CH:5]=1. (2) Given the reactants CCCCCCC.[Zn]([CH2:11][CH3:12])CC.C1COCC1.[CH3:18][O:19][C:20]([C:22]1[O:23][C:24](Br)=[CH:25][CH:26]=1)=[O:21], predict the reaction product. The product is: [CH3:18][O:19][C:20]([C:22]1[O:23][C:24]([CH2:11][CH3:12])=[CH:25][CH:26]=1)=[O:21]. (3) Given the reactants [CH2:1]([O:3][C:4](=[O:16])[C:5]([C:14]#[N:15])=[CH:6][C:7]1[CH:12]=[CH:11][C:10]([Br:13])=[CH:9][CH:8]=1)[CH3:2].[Cl:17][C:18]1[CH:23]=[CH:22][C:21]([Mg]Br)=[CH:20][CH:19]=1.Cl, predict the reaction product. The product is: [CH2:1]([O:3][C:4](=[O:16])[CH:5]([C:14]#[N:15])[CH:6]([C:7]1[CH:8]=[CH:9][C:10]([Br:13])=[CH:11][CH:12]=1)[C:21]1[CH:22]=[CH:23][C:18]([Cl:17])=[CH:19][CH:20]=1)[CH3:2].